The task is: Predict the reactants needed to synthesize the given product.. This data is from Full USPTO retrosynthesis dataset with 1.9M reactions from patents (1976-2016). (1) Given the product [CH2:21]([O:30][C:31]1[CH:32]=[CH:33][C:34]([C:35]([NH:10][CH2:9][CH2:8][NH:7][C:6](=[O:11])[O:5][C:1]([CH3:4])([CH3:2])[CH3:3])=[O:36])=[CH:38][CH:39]=1)[CH2:22][CH2:23][CH2:24][CH2:25][CH2:26][CH2:27][CH2:28][CH3:29], predict the reactants needed to synthesize it. The reactants are: [C:1]([O:5][C:6](=[O:11])[NH:7][CH2:8][CH2:9][NH2:10])([CH3:4])([CH3:3])[CH3:2].C(N(C(C)C)CC)(C)C.[CH2:21]([O:30][C:31]1[CH:39]=[CH:38][C:34]([C:35](Cl)=[O:36])=[CH:33][CH:32]=1)[CH2:22][CH2:23][CH2:24][CH2:25][CH2:26][CH2:27][CH2:28][CH3:29]. (2) Given the product [CH2:1]([O:3][C:4]1[CH:12]=[C:11]([N+:13]([O-:15])=[O:14])[CH:10]=[CH:9][C:5]=1[C:6]([NH:18][NH:17][C:16]([O:20][C:25]([CH3:26])([CH3:35])[CH3:24])=[O:19])=[O:8])[CH3:2], predict the reactants needed to synthesize it. The reactants are: [CH2:1]([O:3][C:4]1[CH:12]=[C:11]([N+:13]([O-:15])=[O:14])[CH:10]=[CH:9][C:5]=1[C:6]([OH:8])=O)[CH3:2].[C:16]([O-:20])(=[O:19])[NH:17][NH2:18].Cl.CN(C)[CH2:24][CH2:25][CH2:26]N=C=NCC.Cl.Cl[CH2:35]Cl. (3) Given the product [Cl:5][C:6]1[CH:7]=[CH:8][C:9]([OH:20])=[C:10]([C:12]2[CH:17]=[CH:16][CH:15]=[C:14]([C:18]#[N:19])[CH:13]=2)[CH:11]=1, predict the reactants needed to synthesize it. The reactants are: B(Br)(Br)Br.[Cl:5][C:6]1[CH:7]=[CH:8][C:9]([O:20]C)=[C:10]([C:12]2[CH:17]=[CH:16][CH:15]=[C:14]([C:18]#[N:19])[CH:13]=2)[CH:11]=1. (4) Given the product [C:1]([O:5][C:6]([N:8]1[CH2:16][C:15]2[C:10](=[CH:11][CH:12]=[CH:13][CH:14]=2)[CH:9]1[C:17]1[NH:60][C:20]([C:22]2[CH:23]=[CH:24][C:25]([C:28]3[CH:33]=[CH:32][C:31]([C:34]4[N:35]=[C:36]([CH:39]5[CH2:43][CH2:42][CH2:41][N:40]5[C:44](=[O:54])[CH:45]([NH:49][C:50]([O:52][CH3:53])=[O:51])[CH:46]([CH3:47])[CH3:48])[NH:37][CH:38]=4)=[CH:30][CH:29]=3)=[CH:26][CH:27]=2)=[CH:19][N:18]=1)=[O:7])([CH3:2])([CH3:4])[CH3:3], predict the reactants needed to synthesize it. The reactants are: [C:1]([O:5][C:6]([N:8]1[CH2:16][C:15]2[C:10](=[CH:11][CH:12]=[CH:13][CH:14]=2)[CH:9]1[C:17](=O)[NH:18][CH2:19][C:20]([C:22]1[CH:27]=[CH:26][C:25]([C:28]2[CH:33]=[CH:32][C:31]([C:34]3[N:35]=[C:36]([CH:39]4[CH2:43][CH2:42][CH2:41][N:40]4[C:44](=[O:54])[CH:45]([NH:49][C:50]([O:52][CH3:53])=[O:51])[CH:46]([CH3:48])[CH3:47])[NH:37][CH:38]=3)=[CH:30][CH:29]=2)=[CH:24][CH:23]=1)=O)=[O:7])([CH3:4])([CH3:3])[CH3:2].C([O-])(=O)C.[NH4+:60].